From a dataset of TCR-epitope binding with 47,182 pairs between 192 epitopes and 23,139 TCRs. Binary Classification. Given a T-cell receptor sequence (or CDR3 region) and an epitope sequence, predict whether binding occurs between them. (1) The epitope is LLQTGIHVRVSQPSL. Result: 1 (the TCR binds to the epitope). The TCR CDR3 sequence is CSARDRGVGYEQYF. (2) The epitope is TSNQVAVLY. The TCR CDR3 sequence is CASSLSTEQFF. Result: 1 (the TCR binds to the epitope). (3) The epitope is CLGGLLTMV. The TCR CDR3 sequence is CASSKGIQGSDYGYTF. Result: 0 (the TCR does not bind to the epitope). (4) The epitope is HTTDPSFLGRY. Result: 0 (the TCR does not bind to the epitope). The TCR CDR3 sequence is CASSLLAGGAEEQYF.